Dataset: Reaction yield outcomes from USPTO patents with 853,638 reactions. Task: Predict the reaction yield, written as a fraction of the theoretical maximum amount of product (1.0 means a 100% yield; for example, 0.34 means a 34% yield). (1) The reactants are [H-].[H-].[H-].[H-].[Li+].[Al+3].C(OC(C1NC2C(C=1)=C([N+]([O-])=O)C=CC=2)=O)C.C(O[C:27]([C:29]1[NH:30][C:31]2[C:36]([CH:37]=1)=[CH:35][CH:34]=[C:33]([N+:38]([O-])=O)[CH:32]=2)=O)C.[OH-].[Na+]. The catalyst is C1COCC1.O. The product is [CH3:27][C:29]1[NH:30][C:31]2[C:36]([CH:37]=1)=[CH:35][CH:34]=[C:33]([NH2:38])[CH:32]=2. The yield is 0.0800. (2) The reactants are [N:1]1([CH2:7][CH:8]([OH:11])[CH2:9][OH:10])[CH2:6][CH2:5][O:4][CH2:3][CH2:2]1.[S:12](Cl)([Cl:14])=[O:13]. The catalyst is C(Cl)Cl. The product is [ClH:14].[O:13]=[S:12]1[O:11][CH:8]([CH2:7][N:1]2[CH2:6][CH2:5][O:4][CH2:3][CH2:2]2)[CH2:9][O:10]1. The yield is 0.970.